This data is from Reaction yield outcomes from USPTO patents with 853,638 reactions. The task is: Predict the reaction yield, written as a fraction of the theoretical maximum amount of product (1.0 means a 100% yield; for example, 0.34 means a 34% yield). (1) The reactants are [O:1]([C:9]1[CH:14]=[CH:13][C:12]([C:15]([C:20]2[CH:25]=[CH:24][C:23]([C:26]#[C:27][CH:28]([OH:33])[C:29]([CH3:32])([CH3:31])[CH3:30])=[C:22]([CH3:34])[CH:21]=2)([CH2:18][CH3:19])[CH2:16][CH3:17])=[CH:11][C:10]=1[CH3:35])[Si:2]([C:5]([CH3:8])([CH3:7])[CH3:6])([CH3:4])[CH3:3].[H][H]. The catalyst is [Pd].CO. The product is [O:1]([C:9]1[CH:14]=[CH:13][C:12]([C:15]([C:20]2[CH:25]=[CH:24][C:23](/[CH:26]=[CH:27]\[CH:28]([OH:33])[C:29]([CH3:32])([CH3:31])[CH3:30])=[C:22]([CH3:34])[CH:21]=2)([CH2:16][CH3:17])[CH2:18][CH3:19])=[CH:11][C:10]=1[CH3:35])[Si:2]([C:5]([CH3:6])([CH3:7])[CH3:8])([CH3:3])[CH3:4]. The yield is 0.710. (2) The reactants are C.C([O-])=O.[NH4+].Cl[C:7]1[C:8]2[CH:18]=[CH:17][C:16]([CH3:19])=[CH:15][C:9]=2[S:10][C:11]=1[C:12]([OH:14])=[O:13].[OH-].[Na+]. The catalyst is CO.O.[Pd]. The product is [CH3:19][C:16]1[CH:17]=[CH:18][C:8]2[CH:7]=[C:11]([C:12]([OH:14])=[O:13])[S:10][C:9]=2[CH:15]=1. The yield is 0.947. (3) The product is [CH3:58][O:59][C:60](=[O:64])[CH2:61][CH2:62][NH:63][C:30](=[O:32])[C:29]1[CH:33]=[CH:34][C:26]([CH2:25][N:8]([C:5]2[CH:6]=[CH:7][C:2]([Cl:1])=[CH:3][CH:4]=2)[C:9]2[S:10][CH:11]=[C:12]([C:14]3[CH:15]=[CH:16][C:17]([O:20][C:21]([F:22])([F:24])[F:23])=[CH:18][CH:19]=3)[N:13]=2)=[CH:27][CH:28]=1. The yield is 0.550. The catalyst is CN(C=O)C.C(OCC)(=O)C. The reactants are [Cl:1][C:2]1[CH:7]=[CH:6][C:5]([N:8]([CH2:25][C:26]2[CH:34]=[CH:33][C:29]([C:30]([OH:32])=O)=[CH:28][CH:27]=2)[C:9]2[S:10][CH:11]=[C:12]([C:14]3[CH:19]=[CH:18][C:17]([O:20][C:21]([F:24])([F:23])[F:22])=[CH:16][CH:15]=3)[N:13]=2)=[CH:4][CH:3]=1.ON1C2C=CC=CC=2N=N1.Cl.C(N=C=NCCCN(C)C)C.Cl.[CH3:58][O:59][C:60](=[O:64])[CH2:61][CH2:62][NH2:63]. (4) The reactants are [CH3:1][C:2]([O:5][C:6]([NH:8][C@@H:9]([CH2:19]O)[CH2:10][CH2:11][C:12]([O:14][C:15]([CH3:18])([CH3:17])[CH3:16])=[O:13])=[O:7])([CH3:4])[CH3:3].C1(P(C2C=CC=CC=2)C2C=CC=CC=2)C=CC=CC=1.N1C=CN=C1.[I:45]I. The catalyst is C(Cl)Cl. The product is [CH3:1][C:2]([O:5][C:6]([NH:8][C@@H:9]([CH2:19][I:45])[CH2:10][CH2:11][C:12]([O:14][C:15]([CH3:18])([CH3:17])[CH3:16])=[O:13])=[O:7])([CH3:4])[CH3:3]. The yield is 0.770. (5) The reactants are [O:1]1[CH:5]=[CH:4][CH:3]=[C:2]1[C:6]1[O:7][C:8]([CH3:36])=[C:9]([CH2:11][O:12][C:13]2[CH:33]=[CH:32][C:16]([CH2:17][O:18][C:19]3[CH:23]=[C:22]([CH2:24]O)[N:21]([C:26]4[CH:31]=[CH:30][CH:29]=[CH:28][CH:27]=4)[N:20]=3)=[CH:15][C:14]=2[O:34][CH3:35])[N:10]=1.C(P(CCCC)CCCC)CCC.[NH:50]1[CH:54]=[N:53][CH:52]=[N:51]1.N(C(N1CCCCC1)=O)=NC(N1CCCCC1)=O. The catalyst is C(OCC)(=O)C.O1CCCC1. The product is [O:1]1[CH:5]=[CH:4][CH:3]=[C:2]1[C:6]1[O:7][C:8]([CH3:36])=[C:9]([CH2:11][O:12][C:13]2[CH:33]=[CH:32][C:16]([CH2:17][O:18][C:19]3[CH:23]=[C:22]([CH2:24][N:50]4[CH:54]=[N:53][CH:52]=[N:51]4)[N:21]([C:26]4[CH:27]=[CH:28][CH:29]=[CH:30][CH:31]=4)[N:20]=3)=[CH:15][C:14]=2[O:34][CH3:35])[N:10]=1. The yield is 0.850.